From a dataset of Reaction yield outcomes from USPTO patents with 853,638 reactions. Predict the reaction yield, written as a fraction of the theoretical maximum amount of product (1.0 means a 100% yield; for example, 0.34 means a 34% yield). (1) The reactants are C(N(CC)CC)C.Br.[Br:9][CH2:10][CH2:11][CH2:12][NH2:13].[CH:14]1[C:19]([CH:20]=O)=[CH:18][C:17]2[O:22][CH2:23][O:24][C:16]=2[CH:15]=1.C(O[BH-](OC(=O)C)OC(=O)C)(=O)C.[Na+].C([O-])([O-])=O.[K+].[K+]. The catalyst is C(Cl)Cl.[Cl-].[Na+].O.O. The product is [O:24]1[C:16]2[CH:15]=[CH:14][C:19]([CH2:20][NH:13][CH2:12][CH2:11][CH2:10][Br:9])=[CH:18][C:17]=2[O:22][CH2:23]1. The yield is 0.530. (2) The reactants are [Br:1][C:2]1[C:3](=[O:33])[N:4]([CH2:19][C:20]([C:22]2[CH:27]=[CH:26][C:25]([N:28]([CH2:31][CH3:32])[CH2:29][CH3:30])=[CH:24][CH:23]=2)=O)[N:5]=[CH:6][C:7]=1[NH:8][C@@H:9]1[CH2:14][C@@H:13]2[CH2:15][C@@H:11]([C:12]2([CH3:17])[CH3:16])[C@H:10]1[CH3:18].CC([NH2:48])C(O)C1C=C(OC)C=CC=1OC.Cl.C([O:53][CH2:54]C)(=O)C. The catalyst is C(O)C. The product is [Br:1][C:2]1[C:3](=[O:33])[N:4]([CH2:19][C:20]([C:22]2[CH:27]=[CH:26][C:25]([N:28]([CH2:29][CH3:30])[CH2:31][CH3:32])=[CH:24][CH:23]=2)=[N:48][O:53][CH3:54])[N:5]=[CH:6][C:7]=1[NH:8][C@@H:9]1[CH2:14][C@@H:13]2[CH2:15][C@@H:11]([C:12]2([CH3:17])[CH3:16])[C@H:10]1[CH3:18]. The yield is 1.00. (3) The reactants are [O:1]=[C:2]1[C:7]2[CH:8]=[CH:9][CH:10]=[CH:11][C:6]=2[S:5][C:4]([C:12]2[N:17]=[C:16]([CH2:18][NH:19]C(=O)OC(C)(C)C)[CH:15]=[CH:14][CH:13]=2)=[N:3]1.[F:27][C:28]([F:33])([F:32])[C:29]([OH:31])=[O:30]. The yield is 0.850. The product is [F:27][C:28]([F:33])([F:32])[C:29]([OH:31])=[O:30].[NH2:19][CH2:18][C:16]1[N:17]=[C:12]([C:4]2[S:5][C:6]3[CH:11]=[CH:10][CH:9]=[CH:8][C:7]=3[C:2](=[O:1])[N:3]=2)[CH:13]=[CH:14][CH:15]=1. No catalyst specified. (4) The reactants are Cl[C:2]1[C:7]([C:8]#[N:9])=[CH:6][N:5]=[C:4]2[C:10]3[CH:16]=[CH:15][CH:14]=[CH:13][C:11]=3[S:12][C:3]=12.C(OCCO)C.[Br:23][C:24]1[CH:25]=[C:26]([CH:28]=[CH:29][CH:30]=1)[NH2:27].Cl.N1C=CC=CC=1. No catalyst specified. The product is [Br:23][C:24]1[CH:25]=[C:26]([NH:27][C:2]2[C:7]([C:8]#[N:9])=[CH:6][N:5]=[C:4]3[C:10]4[CH:16]=[CH:15][CH:14]=[CH:13][C:11]=4[S:12][C:3]=23)[CH:28]=[CH:29][CH:30]=1. The yield is 0.580. (5) The reactants are [CH3:1][C:2]1[C:6]2[CH:7]=[C:8]([C:11]3([C:14]([O:16]C)=[O:15])[CH2:13][CH2:12]3)[CH:9]=[CH:10][C:5]=2[O:4][N:3]=1.O[Li].O. The catalyst is CO.O. The product is [CH3:1][C:2]1[C:6]2[CH:7]=[C:8]([C:11]3([C:14]([OH:16])=[O:15])[CH2:12][CH2:13]3)[CH:9]=[CH:10][C:5]=2[O:4][N:3]=1. The yield is 0.320.